This data is from Rat liver microsome stability data. The task is: Regression/Classification. Given a drug SMILES string, predict its absorption, distribution, metabolism, or excretion properties. Task type varies by dataset: regression for continuous measurements (e.g., permeability, clearance, half-life) or binary classification for categorical outcomes (e.g., BBB penetration, CYP inhibition). Dataset: rlm. (1) The compound is CC(C)c1ccc(OCc2nc3c(n2Cc2ccccc2)C(=O)N(CC2CC2)CCN3)cc1. The result is 1 (stable in rat liver microsomes). (2) The result is 0 (unstable in rat liver microsomes). The drug is C=C(C)[C@@H]1CC[C@]2(CNCCN(C)C)CC[C@]3(C)[C@H](CC[C@@H]4[C@@]5(C)CC=C(c6ccc(C(=O)O)cc6)C(C)(C)[C@@H]5CC[C@]43C)[C@@H]12.